Dataset: Full USPTO retrosynthesis dataset with 1.9M reactions from patents (1976-2016). Task: Predict the reactants needed to synthesize the given product. (1) The reactants are: [CH3:1][O:2][C:3]1[C:4]([Br:24])=[CH:5][C:6]2[CH2:12][CH2:11][N:10]([CH3:13])[CH2:9][CH:8]([C:14]3[CH:19]=[CH:18][C:17]([N+:20]([O-])=O)=[CH:16][CH:15]=3)[C:7]=2[CH:23]=1.[O-]S(S([O-])=O)=O.[Na+].[Na+]. Given the product [CH3:1][O:2][C:3]1[C:4]([Br:24])=[CH:5][C:6]2[CH2:12][CH2:11][N:10]([CH3:13])[CH2:9][CH:8]([C:14]3[CH:19]=[CH:18][C:17]([NH2:20])=[CH:16][CH:15]=3)[C:7]=2[CH:23]=1, predict the reactants needed to synthesize it. (2) Given the product [Cl:30][C:24]1[CH:25]=[CH:26][CH:27]=[C:28]([Cl:29])[C:23]=1[C:22]([N:19]1[CH2:20][CH2:21][CH:16]([C:13]2[C:12]3[C:7](=[CH:8][CH:9]=[C:10]([F:32])[CH:11]=3)[CH:6]=[C:5]([CH2:4][C:3]([OH:33])=[O:2])[C:14]=2[CH3:15])[CH2:17][CH2:18]1)=[O:31], predict the reactants needed to synthesize it. The reactants are: C[O:2][C:3](=[O:33])[CH2:4][C:5]1[C:14]([CH3:15])=[C:13]([CH:16]2[CH2:21][CH2:20][N:19]([C:22](=[O:31])[C:23]3[C:28]([Cl:29])=[CH:27][CH:26]=[CH:25][C:24]=3[Cl:30])[CH2:18][CH2:17]2)[C:12]2[C:7](=[CH:8][CH:9]=[C:10]([F:32])[CH:11]=2)[CH:6]=1.O.[OH-].[Li+]. (3) Given the product [CH3:36][O:35][C:32]1[CH:33]=[CH:34][C:29]([CH2:28][N:27]([CH2:37][C:38]2[CH:43]=[CH:42][C:41]([O:44][CH3:45])=[CH:40][CH:39]=2)[C:25]2[N:26]=[C:21]([C:46]#[N:47])[CH:22]=[CH:23][CH:24]=2)=[CH:30][CH:31]=1, predict the reactants needed to synthesize it. The reactants are: C1(P(C2C=CC=CC=2)C2C=CC=CC=2)C=CC=CC=1.Br[C:21]1[N:26]=[C:25]([N:27]([CH2:37][C:38]2[CH:43]=[CH:42][C:41]([O:44][CH3:45])=[CH:40][CH:39]=2)[CH2:28][C:29]2[CH:34]=[CH:33][C:32]([O:35][CH3:36])=[CH:31][CH:30]=2)[CH:24]=[CH:23][CH:22]=1.[CH3:46][N:47](C=O)C. (4) Given the product [CH3:48][O:49][C:50](=[O:51])[C:52]1[CH:57]=[CH:56][C:55]([CH3:58])=[C:54]([NH:3][C:20]([C:18]2[C:17](=[O:23])[NH:16][C:14]3[N:15]=[C:10]([O:9][CH3:8])[N:11]=[CH:12][C:13]=3[CH:19]=2)=[O:22])[CH:53]=1, predict the reactants needed to synthesize it. The reactants are: C([N:3](CC)CC)C.[CH3:8][O:9][C:10]1[N:11]=[CH:12][C:13]2[CH:19]=[C:18]([C:20]([OH:22])=O)[C:17](=[O:23])[NH:16][C:14]=2[N:15]=1.CN(C(ON1N=NC2C=CC=NC1=2)=[N+](C)C)C.F[P-](F)(F)(F)(F)F.[CH3:48][O:49][C:50]([C:52]1[CH:57]=[CH:56][C:55]([CH3:58])=[CH:54][C:53]=1N)=[O:51].C(=O)(O)[O-].[Na+]. (5) Given the product [F:40][C:41]([F:52])([F:51])[C:42]([N:10]([CH2:11][C@H:13]1[CH2:17][CH2:16][N:15]([C:18]([O:20][C:21]([CH3:24])([CH3:23])[CH3:22])=[O:19])[CH2:14]1)[C@@H:8]1[CH2:9][C@H:7]1[C:1]1[CH:6]=[CH:5][CH:4]=[CH:3][CH:2]=1)=[O:43], predict the reactants needed to synthesize it. The reactants are: [C:1]1([C@@H:7]2[CH2:9][C@H:8]2[NH2:10])[CH:6]=[CH:5][CH:4]=[CH:3][CH:2]=1.[CH:11]([C@H:13]1[CH2:17][CH2:16][N:15]([C:18]([O:20][C:21]([CH3:24])([CH3:23])[CH3:22])=[O:19])[CH2:14]1)=O.C(O)(=O)C.C([BH3-])#N.[Na+].C(N(CC)CC)C.[F:40][C:41]([F:52])([F:51])[C:42](O[C:42](=[O:43])[C:41]([F:52])([F:51])[F:40])=[O:43].